From a dataset of Forward reaction prediction with 1.9M reactions from USPTO patents (1976-2016). Predict the product of the given reaction. (1) Given the reactants Br[C:2]1[CH:7]=[CH:6][C:5]([C:8]2[O:9][C:10](=[O:14])[O:11][C:12]=2[CH3:13])=[CH:4][CH:3]=1.[CH2:15]([O:17][P:18]([CH2:23][PH:24]([O:26][CH2:27][CH3:28])=[O:25])(=[O:22])[O:19][CH2:20][CH3:21])[CH3:16], predict the reaction product. The product is: [CH2:15]([O:17][P:18]([CH2:23][P:24]([C:2]1[CH:7]=[CH:6][C:5]([C:8]2[O:9][C:10](=[O:14])[O:11][C:12]=2[CH3:13])=[CH:4][CH:3]=1)(=[O:25])[O:26][CH2:27][CH3:28])([O:19][CH2:20][CH3:21])=[O:22])[CH3:16]. (2) Given the reactants [CH2:1]([O:8][C:9]1[CH:28]=[CH:27][C:12]([O:13][C:14]2[C:22]([CH3:23])=[CH:21][C:20]([N+:24]([O-:26])=[O:25])=[C:19]3[C:15]=2[CH2:16][CH2:17][CH2:18]3)=[CH:11][C:10]=1[CH2:29][Cl:30])[C:2]1[CH:7]=[CH:6][CH:5]=[CH:4][CH:3]=1.[C:31]1([P:37]([C:44]2[CH:49]=[CH:48][CH:47]=[CH:46][CH:45]=2)[C:38]2[CH:43]=[CH:42][CH:41]=[CH:40][CH:39]=2)[CH:36]=[CH:35][CH:34]=[CH:33][CH:32]=1, predict the reaction product. The product is: [Cl-:30].[CH2:1]([O:8][C:9]1[CH:28]=[CH:27][C:12]([O:13][C:14]2[C:22]([CH3:23])=[CH:21][C:20]([N+:24]([O-:26])=[O:25])=[C:19]3[C:15]=2[CH2:16][CH2:17][CH2:18]3)=[CH:11][C:10]=1[CH2:29][P+:37]([C:38]1[CH:39]=[CH:40][CH:41]=[CH:42][CH:43]=1)([C:44]1[CH:49]=[CH:48][CH:47]=[CH:46][CH:45]=1)[C:31]1[CH:32]=[CH:33][CH:34]=[CH:35][CH:36]=1)[C:2]1[CH:7]=[CH:6][CH:5]=[CH:4][CH:3]=1. (3) Given the reactants [CH2:1]([N:3]([CH3:25])[C:4]1[CH:9]=[C:8]([C:10]([N:12]2[CH2:17][CH2:16][CH2:15][CH:14]([C:18]3[CH:23]=[CH:22][C:21]([CH3:24])=[CH:20][CH:19]=3)[CH2:13]2)=[O:11])[CH:7]=[CH:6][N:5]=1)[CH3:2].FC1C=C(C(N2CCCC(C3C=CC(C)=CC=3)C2)=[O:34])C=CN=1.N1CC(O)C1, predict the reaction product. The product is: [CH3:24][C:21]1[CH:20]=[CH:19][C:18]([CH:14]2[CH2:15][CH2:16][CH2:17][N:12]([C:10]([C:8]3[CH:7]=[CH:6][N:5]=[C:4]([N:3]4[CH2:25][CH:2]([OH:34])[CH2:1]4)[CH:9]=3)=[O:11])[CH2:13]2)=[CH:23][CH:22]=1. (4) Given the reactants [CH3:1][C:2]1([CH3:18])[C:6]([CH3:8])([CH3:7])[O:5][B:4]([C:9]2[CH:17]=[CH:16][C:12]([C:13]([OH:15])=O)=[CH:11][CH:10]=2)[O:3]1.[CH3:19][N:20]1[CH2:25][CH2:24][C:23]2[N:26]=[C:27]([NH2:29])[S:28][C:22]=2[CH2:21]1, predict the reaction product. The product is: [CH3:19][N:20]1[CH2:25][CH2:24][C:23]2[N:26]=[C:27]([NH:29][C:13](=[O:15])[C:12]3[CH:11]=[CH:10][C:9]([B:4]4[O:5][C:6]([CH3:7])([CH3:8])[C:2]([CH3:1])([CH3:18])[O:3]4)=[CH:17][CH:16]=3)[S:28][C:22]=2[CH2:21]1. (5) The product is: [O:76]([C:62]1[CH:63]=[C:64]([NH:67][C:68]([NH:70][CH:71]([CH2:74][CH3:75])[CH2:72][CH3:73])=[O:69])[CH:65]=[CH:66][C:61]=1[O:60][C:59]1[CH:79]=[CH:80][C:56]([NH:55][C:20]([C:16]2[CH:15]=[C:14]3[C:19](=[CH:18][CH:17]=2)[N:11]([CH:8]2[CH2:9][CH2:10][N:5]([CH2:1][CH2:2][CH2:3][CH3:4])[CH2:6][CH2:7]2)[CH2:12][CH2:13]3)=[O:21])=[CH:57][CH:58]=1)[CH2:77][CH3:78]. Given the reactants [CH2:1]([N:5]1[CH2:10][CH2:9][CH:8]([N:11]2[C:19]3[C:14](=[CH:15][C:16]([C:20](O)=[O:21])=[CH:17][CH:18]=3)[CH2:13][CH2:12]2)[CH2:7][CH2:6]1)[CH2:2][CH2:3][CH3:4].CN(C(ON1N=NC2C=CC=CC1=2)=[N+](C)C)C.[B-](F)(F)(F)F.C1C=CC2N(O)N=NC=2C=1.[NH2:55][C:56]1[CH:80]=[CH:79][C:59]([O:60][C:61]2[CH:66]=[CH:65][C:64]([NH:67][C:68]([NH:70][CH:71]([CH2:74][CH3:75])[CH2:72][CH3:73])=[O:69])=[CH:63][C:62]=2[O:76][CH2:77][CH3:78])=[CH:58][CH:57]=1, predict the reaction product. (6) Given the reactants [F:1][C:2]1[CH:7]=[CH:6][C:5]([C:8]2[CH:13]=[CH:12][CH:11]=[CH:10][C:9]=2[CH2:14]O)=[CH:4][CH:3]=1.O=S(Cl)[Cl:18], predict the reaction product. The product is: [Cl:18][CH2:14][C:9]1[CH:10]=[CH:11][CH:12]=[CH:13][C:8]=1[C:5]1[CH:6]=[CH:7][C:2]([F:1])=[CH:3][CH:4]=1.